This data is from Full USPTO retrosynthesis dataset with 1.9M reactions from patents (1976-2016). The task is: Predict the reactants needed to synthesize the given product. (1) Given the product [Br:3][C:4]1[C:5](=[O:15])[NH:6][C:7]2[C:12]([CH:13]=1)=[CH:11][CH:10]=[CH:9][CH:8]=2, predict the reactants needed to synthesize it. The reactants are: OO.[Br:3][C:4]1[CH:5]=[N:6][C:7]2[C:12]([CH:13]=1)=[CH:11][CH:10]=[CH:9][CH:8]=2.S([O-])([O-])=[O:15].[Na+].[Na+].C(=O)([O-])[O-].[K+].[K+]. (2) Given the product [CH3:1][O:2][C:3]([C:5]1[C:13]2[C:8](=[C:9]([CH3:14])[CH:10]=[CH:11][CH:12]=2)[N:7]([CH2:16][CH2:17][CH2:18][N:19]2[CH2:24][CH2:23][O:22][CH2:21][CH2:20]2)[CH:6]=1)=[O:4], predict the reactants needed to synthesize it. The reactants are: [CH3:1][O:2][C:3]([C:5]1[C:13]2[C:8](=[C:9]([CH3:14])[CH:10]=[CH:11][CH:12]=2)[NH:7][CH:6]=1)=[O:4].Cl[CH2:16][CH2:17][CH2:18][N:19]1[CH2:24][CH2:23][O:22][CH2:21][CH2:20]1. (3) Given the product [N:1]([CH:4]1[CH2:9][CH2:8][N:7]([C:10]([O:12][C:13]([CH3:15])([CH3:14])[CH3:16])=[O:11])[CH2:6][CH:5]1[OH:17])=[N+:2]=[N-:3], predict the reactants needed to synthesize it. The reactants are: [N:1]([CH:4]1[CH2:9][CH2:8][N:7]([C:10]([O:12][C:13]([CH3:16])([CH3:15])[CH3:14])=[O:11])[CH2:6][C:5]1=[O:17])=[N+:2]=[N-:3].C1COCC1.CCC(C)[BH-](C(C)CC)C(C)CC.[Li+].[NH4+].[Cl-]. (4) Given the product [F:37][B-:38]([F:41])([F:40])[F:39].[C:10]([CH2:9][CH2:8][CH2:7][CH2:6][CH2:5][O:4][C:3]1[CH:13]=[C:14]([CH:17]=[CH:18][C:19]2[C:20]([CH3:32])([CH3:31])[O:21][C:22](=[C:26]([C:29]#[N:30])[C:27]#[N:28])[C:23]=2[C:24]#[N:25])[CH:15]=[CH:16][C:2]=1[N+:1]#[N:33])([OH:12])=[O:11], predict the reactants needed to synthesize it. The reactants are: [NH2:1][C:2]1[CH:16]=[CH:15][C:14]([CH:17]=[CH:18][C:19]2[C:20]([CH3:32])([CH3:31])[O:21][C:22](=[C:26]([C:29]#[N:30])[C:27]#[N:28])[C:23]=2[C:24]#[N:25])=[CH:13][C:3]=1[O:4][CH2:5][CH2:6][CH2:7][CH2:8][CH2:9][C:10]([OH:12])=[O:11].[N:33]([O-])=O.[Na+].[F:37][B-:38]([F:41])([F:40])[F:39].[H+]. (5) Given the product [ClH:1].[F:70][C:71]1[CH:72]=[C:73]([C:11]2[C:12](=[O:33])[C:13]3[C:18]([C:10]=2[C:5]2[CH:6]=[C:7]([F:9])[CH:8]=[C:3]([F:2])[CH:4]=2)=[CH:17][CH:16]=[C:15]([O:19][CH2:20][CH2:21][CH2:22][N:23]2[CH2:28][CH2:27][N:26]([S:29]([CH3:32])(=[O:31])=[O:30])[CH2:25][CH2:24]2)[CH:14]=3)[CH:74]=[CH:75][C:76]=1[O:77][CH3:78], predict the reactants needed to synthesize it. The reactants are: [ClH:1].[F:2][C:3]1[CH:4]=[C:5]([C:10]2[C:18]3[C:13](=[CH:14][C:15]([O:19][CH2:20][CH2:21][CH2:22][N:23]4[CH2:28][CH2:27][N:26]([S:29]([CH3:32])(=[O:31])=[O:30])[CH2:25][CH2:24]4)=[CH:16][CH:17]=3)[C:12](=[O:33])[C:11]=2C2C=NC3C(C=2)=CC=CC=3)[CH:6]=[C:7]([F:9])[CH:8]=1.O1CCN(CCOC2C=C3C(C(C4C=CC=CC=4)=C(Br)C3=O)=CC=2)CC1.[F:70][C:71]1[CH:72]=[C:73](B(O)O)[CH:74]=[CH:75][C:76]=1[O:77][CH3:78]. (6) The reactants are: [N:1]([CH2:4][C:5]1[CH:15]=[CH:14][C:8]([C:9]([O:11][CH2:12][CH3:13])=[O:10])=[C:7]([OH:16])[CH:6]=1)=[N+]=[N-].[ClH:17].[H][H]. Given the product [ClH:17].[NH2:1][CH2:4][C:5]1[CH:15]=[CH:14][C:8]([C:9]([O:11][CH2:12][CH3:13])=[O:10])=[C:7]([OH:16])[CH:6]=1, predict the reactants needed to synthesize it. (7) Given the product [C:1]([C:6]1[CH:7]=[C:8]([C:28]#[N:29])[C:9]([N:19]2[CH2:24][CH2:23][CH:22]([C:25]([NH:39][S:36]([CH2:35][CH:30]3[CH2:34][CH2:33][CH2:32][CH2:31]3)(=[O:38])=[O:37])=[O:27])[CH2:21][CH2:20]2)=[N:10][C:11]=1[CH2:12][N:13]1[CH2:17][CH2:16][CH2:15][C:14]1=[O:18])(=[O:5])[CH2:2][CH2:3][CH3:4], predict the reactants needed to synthesize it. The reactants are: [C:1]([C:6]1[CH:7]=[C:8]([C:28]#[N:29])[C:9]([N:19]2[CH2:24][CH2:23][CH:22]([C:25]([OH:27])=O)[CH2:21][CH2:20]2)=[N:10][C:11]=1[CH2:12][N:13]1[CH2:17][CH2:16][CH2:15][C:14]1=[O:18])(=[O:5])[CH2:2][CH2:3][CH3:4].[CH:30]1([CH2:35][S:36]([NH2:39])(=[O:38])=[O:37])[CH2:34][CH2:33][CH2:32][CH2:31]1. (8) Given the product [C:21]([O:24][CH:10]([CH3:16])[CH2:11][O:13][CH3:14])(=[O:17])[CH3:22], predict the reactants needed to synthesize it. The reactants are: N([C:10]([CH3:16])(C)[C:11]([O:13][CH3:14])=O)=N[C:10](C)([CH3:16])[C:11]([O:13][CH3:14])=O.[OH2:17].CO.C[C:21](=[O:24])[CH2:22]C. (9) Given the product [Cl:14][CH2:12][CH2:13][O:10][C:6]1[CH:7]=[CH:8][CH:9]=[C:4]([N+:1]([O-:3])=[O:2])[CH:5]=1, predict the reactants needed to synthesize it. The reactants are: [N+:1]([C:4]1[CH:5]=[C:6]([OH:10])[CH:7]=[CH:8][CH:9]=1)([O-:3])=[O:2].Br[CH:12]([Cl:14])[CH3:13].C([O-])([O-])=O.[K+].[K+].